From a dataset of Forward reaction prediction with 1.9M reactions from USPTO patents (1976-2016). Predict the product of the given reaction. (1) The product is: [NH2:21][C:3]1[CH:2]=[C:7]([O:8][C:9]2[CH:10]=[C:11]([Cl:16])[CH:12]=[C:13]([Cl:15])[CH:14]=2)[N:6]=[C:5]([C:17]([OH:19])=[O:18])[C:4]=1[Cl:20]. Given the reactants C[C:2]1[C:3]([NH2:21])=[C:4]([Cl:20])[C:5]([C:17]([OH:19])=[O:18])=[N:6][C:7]=1[O:8][C:9]1[CH:14]=[C:13]([Cl:15])[CH:12]=[C:11]([Cl:16])[CH:10]=1.[OH-].[Na+], predict the reaction product. (2) Given the reactants [Br:1][C:2]1[CH:3]=[C:4]([S:9](Cl)(=O)=O)[CH:5]=[C:6]([Cl:8])[CH:7]=1.C1C=CC(P(C2C=CC=CC=2)C2C=CC=CC=2)=CC=1.O1CCCC1.O, predict the reaction product. The product is: [Br:1][C:2]1[CH:3]=[C:4]([SH:9])[CH:5]=[C:6]([Cl:8])[CH:7]=1. (3) Given the reactants Cl[C:2]1[CH:7]=[C:6]([Cl:8])[N:5]=[C:4]([S:9][CH3:10])[N:3]=1.C(NC(C)C)(C)C.[NH2:18][C:19]1[CH:23]=[C:22]([CH3:24])[NH:21][N:20]=1.O, predict the reaction product. The product is: [Cl:8][C:6]1[N:5]=[C:4]([S:9][CH3:10])[N:3]=[C:2]([NH:18][C:19]2[NH:20][N:21]=[C:22]([CH3:24])[CH:23]=2)[CH:7]=1. (4) Given the reactants [CH:1]1([CH2:4][C:5]([NH:7][NH:8][C:9]2[N:10]=[N:11][CH:12]=[C:13]([N:19]3[CH2:24][CH2:23][CH:22]([C:25]4[CH:30]=[CH:29][CH:28]=[CH:27][CH:26]=4)[CH2:21][CH2:20]3)[C:14]=2[C:15]([F:18])([F:17])[F:16])=O)[CH2:3][CH2:2]1.C1(P(C2C=CC=CC=2)C2C=CC=CC=2)C=CC=CC=1.N([Si](C)(C)C)=[N+]=[N-].CCOC(/N=N/C(OCC)=O)=O.C1(C)C=CC=CC=1, predict the reaction product. The product is: [CH:1]1([CH2:4][C:5]2[N:10]3[N:11]=[CH:12][C:13]([N:19]4[CH2:24][CH2:23][CH:22]([C:25]5[CH:30]=[CH:29][CH:28]=[CH:27][CH:26]=5)[CH2:21][CH2:20]4)=[C:14]([C:15]([F:18])([F:17])[F:16])[C:9]3=[N:8][N:7]=2)[CH2:3][CH2:2]1. (5) Given the reactants C(OC(=O)C1C=C(C(F)(F)F)C=CC=1N)C.[CH2:17]([O:19][C:20](=[O:35])[C:21]1[CH:26]=[C:25]([C:27]([F:30])([F:29])[F:28])[C:24](C=O)=[C:23]([Cl:33])[C:22]=1[NH2:34])[CH3:18], predict the reaction product. The product is: [CH2:17]([O:19][C:20](=[O:35])[C:21]1[CH:26]=[C:25]([C:27]([F:30])([F:29])[F:28])[CH:24]=[C:23]([Cl:33])[C:22]=1[NH2:34])[CH3:18]. (6) Given the reactants [C:1]([C:5]1[CH:10]=[CH:9][C:8]([C:11]2[S:12][CH:13]=[C:14]([C:17]([CH3:19])=O)[C:15]=2[OH:16])=[CH:7][CH:6]=1)([CH3:4])([CH3:3])[CH3:2].[NH:20]([C:24]1[CH:33]=[C:32]([C:34]([NH:36][NH2:37])=[O:35])[CH:31]=[CH:30][C:25]=1[C:26]([O:28][CH3:29])=[O:27])[C:21]([CH3:23])=[O:22].O.S(C1C=CC(C)=CC=1)(O)(=O)=O, predict the reaction product. The product is: [NH:20]([C:24]1[CH:33]=[C:32]([C:34]([NH:36][N:37]=[C:17]([C:14]2[C:15]([OH:16])=[C:11]([C:8]3[CH:9]=[CH:10][C:5]([C:1]([CH3:4])([CH3:3])[CH3:2])=[CH:6][CH:7]=3)[S:12][CH:13]=2)[CH3:19])=[O:35])[CH:31]=[CH:30][C:25]=1[C:26]([O:28][CH3:29])=[O:27])[C:21]([CH3:23])=[O:22]. (7) Given the reactants [CH:1]1([O:6][C:7]2[CH:8]=[C:9]([CH2:12][C:13]3[CH:18]=[CH:17][C:16]([N+:19]([O-])=O)=[CH:15][CH:14]=3)[S:10][CH:11]=2)[CH2:5][CH2:4][CH2:3][CH2:2]1.O.[Sn](Cl)Cl.C(=O)(O)[O-].[Na+].C(OCC)(=O)C, predict the reaction product. The product is: [CH:1]1([O:6][C:7]2[CH:8]=[C:9]([CH2:12][C:13]3[CH:14]=[CH:15][C:16]([NH2:19])=[CH:17][CH:18]=3)[S:10][CH:11]=2)[CH2:2][CH2:3][CH2:4][CH2:5]1.